From a dataset of CYP2D6 inhibition data for predicting drug metabolism from PubChem BioAssay. Regression/Classification. Given a drug SMILES string, predict its absorption, distribution, metabolism, or excretion properties. Task type varies by dataset: regression for continuous measurements (e.g., permeability, clearance, half-life) or binary classification for categorical outcomes (e.g., BBB penetration, CYP inhibition). Dataset: cyp2d6_veith. (1) The drug is CN1CCC2(CC1)CCN(C(=O)c1cc(C(F)(F)F)cc(C(F)(F)F)c1)CC2. The result is 0 (non-inhibitor). (2) The molecule is CCOc1ccc(/C(O)=C2\C(=O)C(=O)N(CCOCCO)C2c2ccccc2OC)cc1. The result is 0 (non-inhibitor). (3) The drug is Cc1ccccc1N1CCN(S(=O)(=O)C[C@@]23CC[C@H](C[C@H]2NC(=O)[C@@H](N)CCS(C)(=O)=O)C3(C)C)CC1. The result is 0 (non-inhibitor). (4) The result is 0 (non-inhibitor). The drug is CC(C)C(NC(=O)OCc1ccccc1)C(=O)O.